This data is from Forward reaction prediction with 1.9M reactions from USPTO patents (1976-2016). The task is: Predict the product of the given reaction. (1) Given the reactants [Br:1][C:2]1[S:6][C:5]([C:7]2([CH2:16][C:17]([O:19][C:20]([CH3:23])([CH3:22])[CH3:21])=[O:18])[S:13](=[O:15])(=[O:14])[CH2:12][CH2:11][NH:10][CH2:9][CH2:8]2)=[CH:4][CH:3]=1.[C@@:24]12([CH2:34][S:35]([OH:38])(=[O:37])=[O:36])[C:31]([CH3:33])([CH3:32])[CH:28]([CH2:29][CH2:30]1)[CH2:27][C:25]2=[O:26], predict the reaction product. The product is: [Br:1][C:2]1[S:6][C:5]([C@:7]2([CH2:16][C:17]([O:19][C:20]([CH3:23])([CH3:22])[CH3:21])=[O:18])[S:13](=[O:15])(=[O:14])[CH2:12][CH2:11][NH:10][CH2:9][CH2:8]2)=[CH:4][CH:3]=1.[C@@:24]12([CH2:34][S:35]([O-:38])(=[O:36])=[O:37])[C:31]([CH3:33])([CH3:32])[CH:28]([CH2:29][CH2:30]1)[CH2:27][C:25]2=[O:26]. (2) The product is: [CH3:42][N:43]([CH3:44])[CH2:2][C:3]([C:5]1[CH:10]=[CH:9][C:8]([NH:11][C:12]([CH:14]2[CH:18]([C:19]3[CH:24]=[CH:23][CH:22]=[C:21]([Cl:25])[C:20]=3[F:26])[C:17]([C:29]3[CH:34]=[CH:33][C:32]([Cl:35])=[CH:31][C:30]=3[F:36])([C:27]#[N:28])[CH:16]([CH2:37][C:38]([CH3:41])([CH3:40])[CH3:39])[NH:15]2)=[O:13])=[CH:7][CH:6]=1)=[O:4]. Given the reactants Br[CH2:2][C:3]([C:5]1[CH:10]=[CH:9][C:8]([NH:11][C:12]([CH:14]2[CH:18]([C:19]3[CH:24]=[CH:23][CH:22]=[C:21]([Cl:25])[C:20]=3[F:26])[C:17]([C:29]3[CH:34]=[CH:33][C:32]([Cl:35])=[CH:31][C:30]=3[F:36])([C:27]#[N:28])[CH:16]([CH2:37][C:38]([CH3:41])([CH3:40])[CH3:39])[NH:15]2)=[O:13])=[CH:7][CH:6]=1)=[O:4].[CH3:42][NH:43][CH3:44], predict the reaction product. (3) Given the reactants [C:1]([C:5]1[CH:13]=[C:12]([Cl:14])[C:11]([CH3:15])=[C:7]([C:8]([OH:10])=O)[C:6]=1[OH:16])([CH3:4])([CH3:3])[CH3:2].[F:17][C:18]([F:31])([F:30])[C:19]1[CH:20]=[C:21]([CH:23]=[C:24]([C:26]([F:29])([F:28])[F:27])[CH:25]=1)[NH2:22], predict the reaction product. The product is: [F:17][C:18]([F:30])([F:31])[C:19]1[CH:20]=[C:21]([NH:22][C:8](=[O:10])[C:7]2[C:11]([CH3:15])=[C:12]([Cl:14])[CH:13]=[C:5]([C:1]([CH3:2])([CH3:3])[CH3:4])[C:6]=2[OH:16])[CH:23]=[C:24]([C:26]([F:27])([F:29])[F:28])[CH:25]=1. (4) The product is: [Cl:25][C:8]1[N:6]2[CH:7]=[C:2]([CH:43]=[O:46])[CH:3]=[C:4]([C:26]([F:29])([F:28])[F:27])[C:5]2=[N:10][C:9]=1[C:11]([N:13]1[CH2:18][CH2:17][CH:16]([N:19]2[CH2:23][CH2:22][O:21][C:20]2=[O:24])[CH2:15][CH2:14]1)=[O:12]. Given the reactants Br[C:2]1[CH:3]=[C:4]([C:26]([F:29])([F:28])[F:27])[C:5]2[N:6]([C:8]([Cl:25])=[C:9]([C:11]([N:13]3[CH2:18][CH2:17][CH:16]([N:19]4[CH2:23][CH2:22][O:21][C:20]4=[O:24])[CH2:15][CH2:14]3)=[O:12])[N:10]=2)[CH:7]=1.CCN(CC)CC.I([O-])(=O)(=O)=O.[Na+].[CH2:43]([OH:46])CC, predict the reaction product. (5) Given the reactants Cl[C:2]1[C:11]([F:12])=[CH:10][N:9]=[C:8]2[C:3]=1[CH:4]=[C:5]([C:17]([O:19][CH2:20][CH3:21])=[O:18])[C:6]([C:13]([F:16])([F:15])[F:14])=[N:7]2.[CH3:22]B(O)O, predict the reaction product. The product is: [F:12][C:11]1[C:2]([CH3:22])=[C:3]2[C:8](=[N:9][CH:10]=1)[N:7]=[C:6]([C:13]([F:16])([F:15])[F:14])[C:5]([C:17]([O:19][CH2:20][CH3:21])=[O:18])=[CH:4]2. (6) Given the reactants [F:1][C:2]([F:44])([F:43])[C:3]1[CH:4]=[C:5]([CH:40]=[CH:41][CH:42]=1)[CH2:6][NH:7][C:8]([C:10]1[CH:15]=[CH:14][N:13]=[C:12]([C:16]2[CH:21]=[C:20]([N:22]3[CH2:27][CH2:26][CH2:25][CH2:24][CH2:23]3)[CH:19]=[CH:18][C:17]=2[NH:28][C:29]([C:31]2[CH:32]=[C:33]([CH:37]=[CH:38][CH:39]=2)[C:34]([OH:36])=O)=[O:30])[CH:11]=1)=[O:9].C(N(C(C)C)CC)(C)C.[CH2:54]([NH:56][CH2:57][CH2:58][N:59]1[CH2:64][CH2:63][O:62][CH2:61][CH2:60]1)[CH3:55].CN(C(ON1N=NC2C=CC=NC1=2)=[N+](C)C)C.F[P-](F)(F)(F)(F)F, predict the reaction product. The product is: [CH2:54]([N:56]([CH2:57][CH2:58][N:59]1[CH2:60][CH2:61][O:62][CH2:63][CH2:64]1)[C:34](=[O:36])[C:33]1[CH:37]=[CH:38][CH:39]=[C:31]([C:29]([NH:28][C:17]2[CH:18]=[CH:19][C:20]([N:22]3[CH2:23][CH2:24][CH2:25][CH2:26][CH2:27]3)=[CH:21][C:16]=2[C:12]2[CH:11]=[C:10]([C:8](=[O:9])[NH:7][CH2:6][C:5]3[CH:40]=[CH:41][CH:42]=[C:3]([C:2]([F:43])([F:44])[F:1])[CH:4]=3)[CH:15]=[CH:14][N:13]=2)=[O:30])[CH:32]=1)[CH3:55]. (7) Given the reactants [NH:1]1[CH2:6][CH2:5][O:4][CH2:3][CH2:2]1.Br[C:8]1[CH:13]=[C:12](C)[C:11](/[CH:15]=[CH:16]/[CH:17]2[CH2:22][CH2:21][N:20]([C:23]([O:25]C(C)(C)C)=O)[CH2:19][CH2:18]2)=[C:10]([CH3:30])[CH:9]=1.[CH3:31][C:32]([CH3:35])([O-:34])[CH3:33].[Na+].C1C=CC(P([C:50]2[C:59]([C:53]3[C:52](P(C4C=CC=CC=4)C4C=CC=CC=4)=[CH:51][CH:50]=[C:59]4[C:58]=3[CH:57]=CC=C4)=[C:58]3[C:53](C=CC=[CH:57]3)=[CH:52][CH:51]=2)C2C=CC=CC=2)=CC=1, predict the reaction product. The product is: [CH3:57][C:58]1[CH:59]=[CH:50][CH:51]=[C:52]([CH3:53])[C:30]=1[C:10]1[CH:9]=[C:8]([N:1]2[CH2:6][CH2:5][O:4][CH2:3][CH2:2]2)[CH:13]=[CH:12][C:11]=1/[CH:15]=[CH:16]/[CH:17]1[CH2:18][CH2:19][N:20]([C:23]([O:34][C:32]([CH3:35])([CH3:33])[CH3:31])=[O:25])[CH2:21][CH2:22]1.